From a dataset of Reaction yield outcomes from USPTO patents with 853,638 reactions. Predict the reaction yield, written as a fraction of the theoretical maximum amount of product (1.0 means a 100% yield; for example, 0.34 means a 34% yield). The reactants are Br[C:2]1[N:10]([CH2:11][C:12]2[CH:17]=[CH:16][C:15]([O:18][CH3:19])=[CH:14][CH:13]=2)[C:9]2[C:8](=[O:20])[N:7]3[C:21]([CH3:24])=[N:22][N:23]=[C:6]3[N:5]([CH2:25][CH2:26][CH2:27][CH2:28][CH3:29])[C:4]=2[N:3]=1.[CH3:30][N:31]1[CH:35]=[C:34](B2OC(C)(C)C(C)(C)O2)[CH:33]=[N:32]1.C(=O)([O-])[O-].[Na+].[Na+].C1(C)C=CC=CC=1. The catalyst is C1C=CC([P]([Pd]([P](C2C=CC=CC=2)(C2C=CC=CC=2)C2C=CC=CC=2)([P](C2C=CC=CC=2)(C2C=CC=CC=2)C2C=CC=CC=2)[P](C2C=CC=CC=2)(C2C=CC=CC=2)C2C=CC=CC=2)(C2C=CC=CC=2)C2C=CC=CC=2)=CC=1. The product is [CH3:19][O:18][C:15]1[CH:16]=[CH:17][C:12]([CH2:11][N:10]2[C:9]3[C:8](=[O:20])[N:7]4[C:21]([CH3:24])=[N:22][N:23]=[C:6]4[N:5]([CH2:25][CH2:26][CH2:27][CH2:28][CH3:29])[C:4]=3[N:3]=[C:2]2[C:34]2[CH:33]=[N:32][N:31]([CH3:30])[CH:35]=2)=[CH:13][CH:14]=1. The yield is 0.370.